Dataset: Catalyst prediction with 721,799 reactions and 888 catalyst types from USPTO. Task: Predict which catalyst facilitates the given reaction. (1) Reactant: [C:1](=[O:20])([O:12][CH2:13][C:14]1[CH:19]=[CH:18][N:17]=[CH:16][CH:15]=1)OC1C=CC([N+]([O-])=O)=CC=1.C[CH2:22][N:23](C(C)C)[CH:24](C)C.CNC.[ClH:33].CCOCC. Product: [ClH:33].[CH3:22][N:23]([CH3:24])[C:1](=[O:20])[O:12][CH2:13][C:14]1[CH:15]=[CH:16][N:17]=[CH:18][CH:19]=1. The catalyst class is: 239. (2) Reactant: Cl.[O:2]1[C:7]2([CH2:12][CH2:11][N:10]([C:13]([O:15][C:16]([CH3:19])([CH3:18])[CH3:17])=[O:14])[CH2:9][CH2:8]2)[CH2:6][NH:5][CH2:4][CH2:3]1.C(N(CC)CC)C.[CH:27]([C:30]1[S:31][C:32]([C:35](O)=[O:36])=[CH:33][N:34]=1)([CH3:29])[CH3:28].F[P-](F)(F)(F)(F)F.N1(OC(N(C)C)=[N+](C)C)C2N=CC=CC=2N=N1. Product: [CH:27]([C:30]1[S:31][C:32]([C:35]([N:5]2[CH2:6][C:7]3([CH2:12][CH2:11][N:10]([C:13]([O:15][C:16]([CH3:19])([CH3:18])[CH3:17])=[O:14])[CH2:9][CH2:8]3)[O:2][CH2:3][CH2:4]2)=[O:36])=[CH:33][N:34]=1)([CH3:29])[CH3:28]. The catalyst class is: 3. (3) Reactant: Br[C:2]1[CH:3]=[C:4]2[CH:10]=[CH:9][N:8]([S:11]([CH3:14])(=[O:13])=[O:12])[C:5]2=[N:6][CH:7]=1.[B:15]1([B:15]2[O:19][C:18]([CH3:21])([CH3:20])[C:17]([CH3:23])([CH3:22])[O:16]2)[O:19][C:18]([CH3:21])([CH3:20])[C:17]([CH3:23])([CH3:22])[O:16]1. Product: [CH3:14][S:11]([N:8]1[C:5]2=[N:6][CH:7]=[C:2]([B:15]3[O:19][C:18]([CH3:21])([CH3:20])[C:17]([CH3:23])([CH3:22])[O:16]3)[CH:3]=[C:4]2[CH:10]=[CH:9]1)(=[O:13])=[O:12]. The catalyst class is: 75.